The task is: Regression. Given two drug SMILES strings and cell line genomic features, predict the synergy score measuring deviation from expected non-interaction effect.. This data is from NCI-60 drug combinations with 297,098 pairs across 59 cell lines. (1) Drug 1: CC1=C(N=C(N=C1N)C(CC(=O)N)NCC(C(=O)N)N)C(=O)NC(C(C2=CN=CN2)OC3C(C(C(C(O3)CO)O)O)OC4C(C(C(C(O4)CO)O)OC(=O)N)O)C(=O)NC(C)C(C(C)C(=O)NC(C(C)O)C(=O)NCCC5=NC(=CS5)C6=NC(=CS6)C(=O)NCCC[S+](C)C)O. Drug 2: C1CNP(=O)(OC1)N(CCCl)CCCl. Cell line: DU-145. Synergy scores: CSS=25.9, Synergy_ZIP=4.56, Synergy_Bliss=6.48, Synergy_Loewe=-26.6, Synergy_HSA=1.44. (2) Drug 1: CC1C(C(=O)NC(C(=O)N2CCCC2C(=O)N(CC(=O)N(C(C(=O)O1)C(C)C)C)C)C(C)C)NC(=O)C3=C4C(=C(C=C3)C)OC5=C(C(=O)C(=C(C5=N4)C(=O)NC6C(OC(=O)C(N(C(=O)CN(C(=O)C7CCCN7C(=O)C(NC6=O)C(C)C)C)C)C(C)C)C)N)C. Drug 2: C1CN(P(=O)(OC1)NCCCl)CCCl. Cell line: M14. Synergy scores: CSS=4.24, Synergy_ZIP=-2.18, Synergy_Bliss=-4.18, Synergy_Loewe=-9.75, Synergy_HSA=-5.52. (3) Drug 1: C1=NNC2=C1C(=O)NC=N2. Drug 2: C(CN)CNCCSP(=O)(O)O. Cell line: COLO 205. Synergy scores: CSS=-6.00, Synergy_ZIP=0.860, Synergy_Bliss=-4.47, Synergy_Loewe=-5.50, Synergy_HSA=-6.61. (4) Drug 1: C1=CC(=CC=C1CCCC(=O)O)N(CCCl)CCCl. Drug 2: CC1C(C(=O)NC(C(=O)N2CCCC2C(=O)N(CC(=O)N(C(C(=O)O1)C(C)C)C)C)C(C)C)NC(=O)C3=C4C(=C(C=C3)C)OC5=C(C(=O)C(=C(C5=N4)C(=O)NC6C(OC(=O)C(N(C(=O)CN(C(=O)C7CCCN7C(=O)C(NC6=O)C(C)C)C)C)C(C)C)C)N)C. Cell line: SK-OV-3. Synergy scores: CSS=15.4, Synergy_ZIP=2.64, Synergy_Bliss=6.54, Synergy_Loewe=5.42, Synergy_HSA=5.42. (5) Drug 1: C1CC(=O)NC(=O)C1N2CC3=C(C2=O)C=CC=C3N. Drug 2: CN(C)N=NC1=C(NC=N1)C(=O)N. Cell line: NCI-H460. Synergy scores: CSS=12.3, Synergy_ZIP=-4.38, Synergy_Bliss=-0.579, Synergy_Loewe=-1.85, Synergy_HSA=-0.150. (6) Drug 2: C(CN)CNCCSP(=O)(O)O. Cell line: CCRF-CEM. Drug 1: C1=CC(=CC=C1CCCC(=O)O)N(CCCl)CCCl. Synergy scores: CSS=46.4, Synergy_ZIP=-2.18, Synergy_Bliss=-0.498, Synergy_Loewe=-15.5, Synergy_HSA=-0.113.